This data is from Forward reaction prediction with 1.9M reactions from USPTO patents (1976-2016). The task is: Predict the product of the given reaction. (1) Given the reactants [O:1]([C:8]1[CH:13]=[CH:12][CH:11]=[CH:10][C:9]=1[NH:14][S:15]([C:18]1[CH:30]=[CH:29][C:21]([C:22]([NH:24][CH2:25][C:26](O)=[O:27])=[O:23])=[CH:20][CH:19]=1)(=[O:17])=[O:16])[C:2]1[CH:7]=[CH:6][CH:5]=[CH:4][CH:3]=1.Cl.[NH2:32][CH2:33][CH2:34][CH2:35][CH2:36][OH:37], predict the reaction product. The product is: [OH:37][CH2:36][CH2:35][CH2:34][CH2:33][NH:32][C:26]([CH2:25][NH:24][C:22](=[O:23])[C:21]1[CH:29]=[CH:30][C:18]([S:15](=[O:16])(=[O:17])[NH:14][C:9]2[CH:10]=[CH:11][CH:12]=[CH:13][C:8]=2[O:1][C:2]2[CH:3]=[CH:4][CH:5]=[CH:6][CH:7]=2)=[CH:19][CH:20]=1)=[O:27]. (2) Given the reactants [OH-].[Na+].[CH3:3][C:4]1[CH:9]=[CH:8][N:7]=[CH:6][C:5]=1[N:10]1[CH2:14][CH2:13][N:12]([C:15]2[CH:23]=[C:22]3[C:18]([CH:19]=[CH:20][N:21]3S(C3C=CC(C)=CC=3)(=O)=O)=[CH:17][CH:16]=2)[C:11]1=[O:34].CO, predict the reaction product. The product is: [NH:21]1[C:22]2[C:18](=[CH:17][CH:16]=[C:15]([N:12]3[CH2:13][CH2:14][N:10]([C:5]4[CH:6]=[N:7][CH:8]=[CH:9][C:4]=4[CH3:3])[C:11]3=[O:34])[CH:23]=2)[CH:19]=[CH:20]1. (3) Given the reactants [CH3:1][O:2][C:3]1[CH:8]=[CH:7][C:6]([C:9]([NH:24][C:25]2[O:26][C:27]([CH3:43])([CH3:42])[C:28]([F:41])([F:40])[C@:29]([C:32]3[CH:37]=[C:36](Br)[CH:35]=[CH:34][C:33]=3[F:39])([CH3:31])[N:30]=2)([C:16]2[CH:21]=[CH:20][C:19]([O:22][CH3:23])=[CH:18][CH:17]=2)[C:10]2[CH:15]=[CH:14][CH:13]=[CH:12][CH:11]=2)=[CH:5][CH:4]=1.[Cl:44][C:45]1[CH:46]=[C:47](B(O)O)[CH:48]=[N:49][CH:50]=1, predict the reaction product. The product is: [CH3:1][O:2][C:3]1[CH:8]=[CH:7][C:6]([C:9]([NH:24][C:25]2[O:26][C:27]([CH3:43])([CH3:42])[C:28]([F:41])([F:40])[C@:29]([C:32]3[CH:37]=[C:36]([C:47]4[CH:48]=[N:49][CH:50]=[C:45]([Cl:44])[CH:46]=4)[CH:35]=[CH:34][C:33]=3[F:39])([CH3:31])[N:30]=2)([C:16]2[CH:21]=[CH:20][C:19]([O:22][CH3:23])=[CH:18][CH:17]=2)[C:10]2[CH:15]=[CH:14][CH:13]=[CH:12][CH:11]=2)=[CH:5][CH:4]=1. (4) Given the reactants [CH3:1][N:2]([C@@H:13]1[CH2:17][CH2:16][N:15]([C:18]2[C:19]3[CH:26]=[CH:25][N:24]([CH2:27][O:28][CH2:29][CH2:30][Si:31]([CH3:34])([CH3:33])[CH3:32])[C:20]=3[N:21]=[CH:22][N:23]=2)[CH2:14]1)[C:3]1[CH:8]=[C:7]([CH3:9])[C:6]([N+:10]([O-])=O)=[CH:5][N:4]=1.[NH4+].[Cl-].[N:37]([O-])=O.[Na+].N.O, predict the reaction product. The product is: [CH3:1][N:2]([C@@H:13]1[CH2:17][CH2:16][N:15]([C:18]2[C:19]3[CH:26]=[CH:25][N:24]([CH2:27][O:28][CH2:29][CH2:30][Si:31]([CH3:34])([CH3:33])[CH3:32])[C:20]=3[N:21]=[CH:22][N:23]=2)[CH2:14]1)[C:3]1[CH:8]=[C:7]2[CH:9]=[N:37][NH:10][C:6]2=[CH:5][N:4]=1. (5) Given the reactants [C:1]([O:5][C:6]1[CH:11]=[CH:10][C:9]([CH2:12][C@H:13]([NH:33]C(=O)OCC2C3C=CC=CC=3C3C2=CC=CC=3)[C:14]([N:16]([CH2:25][CH:26]([O:30][CH2:31][CH3:32])[O:27][CH2:28][CH3:29])[C@@H:17]([C:19]2[CH:24]=[CH:23][CH:22]=[CH:21][CH:20]=2)[CH3:18])=[O:15])=[CH:8][CH:7]=1)([CH3:4])([CH3:3])[CH3:2].N1CCCCC1, predict the reaction product. The product is: [NH2:33][C@@H:13]([CH2:12][C:9]1[CH:10]=[CH:11][C:6]([O:5][C:1]([CH3:4])([CH3:3])[CH3:2])=[CH:7][CH:8]=1)[C:14]([N:16]([CH2:25][CH:26]([O:30][CH2:31][CH3:32])[O:27][CH2:28][CH3:29])[C@@H:17]([C:19]1[CH:20]=[CH:21][CH:22]=[CH:23][CH:24]=1)[CH3:18])=[O:15]. (6) Given the reactants [CH3:1][O:2][C:3]1[CH:8]=[CH:7][CH:6]=[C:5]([O:9]C)[C:4]=1[C:11]1[C:19]2[C:14](=[N:15][CH:16]=[C:17]([C:20]3[CH:21]=[C:22]([OH:26])[CH:23]=[CH:24][CH:25]=3)[CH:18]=2)[NH:13][CH:12]=1.BrBr.[OH-].[K+].Cl.[CH3:32][C:33]([OH:35])=O, predict the reaction product. The product is: [OH:9][C:5]1[C:4]([C:11]2[C:19]3[C:14](=[N:15][CH:16]=[C:17]([C:20]4[CH:25]=[CH:24][CH:23]=[C:22]([OH:26])[CH:21]=4)[CH:18]=3)[NH:13][CH:12]=2)=[C:3]([O:2][CH3:1])[CH:8]=[CH:7][C:6]=1[C:33](=[O:35])[CH3:32]. (7) Given the reactants C(NC(C)C)(C)C.C([Li])CCC.[C:13](#[N:16])[CH2:14][CH3:15].[F:17][C:18]1[CH:23]=[CH:22][C:21]([F:24])=[CH:20][C:19]=1[C:25](=[O:32])[CH2:26][N:27]1[CH:31]=[N:30][CH:29]=[N:28]1.P([O-])([O-])([O-])=O, predict the reaction product. The product is: [F:17][C:18]1[CH:23]=[CH:22][C:21]([F:24])=[CH:20][C:19]=1[C:25]([OH:32])([CH2:26][N:27]1[CH:31]=[N:30][CH:29]=[N:28]1)[CH:14]([CH3:15])[C:13]#[N:16].